Dataset: PAMPA (Parallel Artificial Membrane Permeability Assay) permeability data from NCATS. Task: Regression/Classification. Given a drug SMILES string, predict its absorption, distribution, metabolism, or excretion properties. Task type varies by dataset: regression for continuous measurements (e.g., permeability, clearance, half-life) or binary classification for categorical outcomes (e.g., BBB penetration, CYP inhibition). Dataset: pampa_ncats. (1) The molecule is C[C@@]12CC[C@]3(CCC(C[C@@H]3[C@@H]1C(=O)C=C4[C@]2(CC[C@@H]5[C@@]4(C=C(C(=O)C5(C)C)C#N)C)C)(C)C)C(=O)OC. The result is 1 (high permeability). (2) The molecule is C1=CC(=CC(=C1)F)C2=CN3C(=CN=C3C4=CC=C(C=C4)C(=O)NCCC5=CN=CN5)C=N2. The result is 0 (low-to-moderate permeability).